This data is from Full USPTO retrosynthesis dataset with 1.9M reactions from patents (1976-2016). The task is: Predict the reactants needed to synthesize the given product. Given the product [NH2:13][C:9]1[CH:8]=[C:7]([CH2:6][C:5]([NH:4][CH2:3][CH2:2][OH:1])=[O:16])[CH:12]=[CH:11][CH:10]=1, predict the reactants needed to synthesize it. The reactants are: [OH:1][CH2:2][CH2:3][NH:4][C:5](=[O:16])[CH2:6][C:7]1[CH:12]=[CH:11][CH:10]=[C:9]([N+:13]([O-])=O)[CH:8]=1.